Dataset: Reaction yield outcomes from USPTO patents with 853,638 reactions. Task: Predict the reaction yield, written as a fraction of the theoretical maximum amount of product (1.0 means a 100% yield; for example, 0.34 means a 34% yield). The reactants are [C:1]([CH:3]1[CH2:7][CH2:6][CH2:5][CH2:4]1)#[CH:2].C(N(CC)CC)C.Cl[C:16]1[C:37]([O:38][CH:39]([CH3:41])[CH3:40])=[CH:36][C:19]([C:20]([NH:22][S:23]([C:26]2[CH:31]=[CH:30][CH:29]=[CH:28][C:27]=2[S:32](=[O:35])(=[O:34])[NH2:33])(=[O:25])=[O:24])=[O:21])=[CH:18][N:17]=1. The catalyst is CN(C)C=O.C1C=CC([P]([Pd]([P](C2C=CC=CC=2)(C2C=CC=CC=2)C2C=CC=CC=2)([P](C2C=CC=CC=2)(C2C=CC=CC=2)C2C=CC=CC=2)[P](C2C=CC=CC=2)(C2C=CC=CC=2)C2C=CC=CC=2)(C2C=CC=CC=2)C2C=CC=CC=2)=CC=1.[Cu]I. The product is [CH:3]1([C:1]#[C:2][C:16]2[C:37]([O:38][CH:39]([CH3:41])[CH3:40])=[CH:36][C:19]([C:20]([NH:22][S:23]([C:26]3[CH:31]=[CH:30][CH:29]=[CH:28][C:27]=3[S:32](=[O:35])(=[O:34])[NH2:33])(=[O:24])=[O:25])=[O:21])=[CH:18][N:17]=2)[CH2:7][CH2:6][CH2:5][CH2:4]1. The yield is 0.160.